The task is: Predict the product of the given reaction.. This data is from Forward reaction prediction with 1.9M reactions from USPTO patents (1976-2016). (1) Given the reactants NC1C=CNN=1.O/[CH:8]=[C:9]1\[C:10](=[O:18])[NH:11][C:12]2[C:17]\1=[CH:16][CH:15]=[CH:14][CH:13]=2.[NH2:19][C:20]1[C:24]([C:25]([OH:27])=[O:26])=[CH:23][NH:22][N:21]=1, predict the reaction product. The product is: [O:18]=[C:10]1[C:9](=[CH:8][NH:19][C:20]2[C:24]([C:25]([OH:27])=[O:26])=[CH:23][NH:22][N:21]=2)[C:17]2[C:12](=[CH:13][CH:14]=[CH:15][CH:16]=2)[NH:11]1. (2) Given the reactants COC(=O)C.[F:6][C:7]([F:21])([C:11]1[CH:12]=[C:13]2[C:18](=[CH:19][CH:20]=1)[N:17]=[CH:16][CH:15]=[CH:14]2)[C:8](O)=[O:9].[NH2:22][NH2:23], predict the reaction product. The product is: [F:6][C:7]([F:21])([C:11]1[CH:12]=[C:13]2[C:18](=[CH:19][CH:20]=1)[N:17]=[CH:16][CH:15]=[CH:14]2)[C:8]([NH:22][NH2:23])=[O:9]. (3) The product is: [Cl:34][C:30]1[C:31]([F:33])=[CH:32][C:10]2[N:9]=[C:8]([CH:1]([O:61][CH3:60])[C:35]3[CH:36]=[CH:37][CH:38]=[CH:39][CH:40]=3)[N:12]([CH:13]([CH2:49][CH:46]3[CH2:47][CH2:48][S:43][CH2:44][CH2:45]3)[C:14]([NH:16][CH:17]3[CH2:21][CH2:20][CH2:19][CH2:18]3)=[O:15])[C:11]=2[CH:29]=1. Given the reactants [CH2:1]([C:8]1[N:12]([CH:13](C2CCCCC2)[C:14]([NH:16][CH:17]2C[CH2:21][CH2:20][CH2:19][CH2:18]2)=[O:15])[C:11]2[CH:29]=[C:30]([Cl:34])[C:31]([F:33])=[CH:32][C:10]=2[N:9]=1)C1C=CC=CC=1.[CH:35]1(C=O)[CH2:40][CH2:39][CH2:38][CH2:37][CH2:36]1.[S:43]1[CH2:48][CH2:47][CH:46]([CH2:49]C=O)[CH2:45][CH2:44]1.ClC1C=C(C[C:60](O)=[O:61])C=CC=1.COC(C1C=CC=CC=1)C(O)=O.C1([N+]#[C-])CCCCC1.C1([N+]#[C-])CCCC1, predict the reaction product.